Dataset: Catalyst prediction with 721,799 reactions and 888 catalyst types from USPTO. Task: Predict which catalyst facilitates the given reaction. (1) Reactant: Br.Br.[CH3:3][C:4]1([NH2:9])[CH2:6][C:5]1([CH3:8])[NH2:7].[F:10][C:11]1[CH:32]=[CH:31][CH:30]=[C:29]([F:33])[C:12]=1[CH2:13][O:14][C:15]1[N:20]2[N:21]=[C:22]([CH3:27])[C:23]([C:24](O)=[O:25])=[C:19]2[CH:18]=[C:17]([CH3:28])[CH:16]=1.CN(C(ON1N=NC2C=CC=NC1=2)=[N+](C)C)C.F[P-](F)(F)(F)(F)F.CN1CCOCC1. Product: [NH2:7][C:5]1([CH3:8])[CH2:6][C:4]1([NH:9][C:24]([C:23]1[C:22]([CH3:27])=[N:21][N:20]2[C:15]([O:14][CH2:13][C:12]3[C:29]([F:33])=[CH:30][CH:31]=[CH:32][C:11]=3[F:10])=[CH:16][C:17]([CH3:28])=[CH:18][C:19]=12)=[O:25])[CH3:3]. The catalyst class is: 174. (2) Reactant: [C:1]1([C:21]2[CH:26]=[CH:25][CH:24]=[CH:23][CH:22]=2)[CH:6]=[CH:5][C:4]([CH2:7][CH:8]([NH:13][C:14]([O:16][C:17]([CH3:20])([CH3:19])[CH3:18])=[O:15])[CH2:9][C:10]([OH:12])=[O:11])=[CH:3][CH:2]=1.[CH3:27][C:28](O)([CH3:30])[CH3:29].CCN=C=NCCCN(C)C. Product: [C:1]1([C:21]2[CH:22]=[CH:23][CH:24]=[CH:25][CH:26]=2)[CH:2]=[CH:3][C:4]([CH2:7][CH:8]([NH:13][C:14]([O:16][C:17]([CH3:20])([CH3:18])[CH3:19])=[O:15])[CH2:9][C:10]([O:12][C:28]([CH3:30])([CH3:29])[CH3:27])=[O:11])=[CH:5][CH:6]=1. The catalyst class is: 143.